This data is from Reaction yield outcomes from USPTO patents with 853,638 reactions. The task is: Predict the reaction yield, written as a fraction of the theoretical maximum amount of product (1.0 means a 100% yield; for example, 0.34 means a 34% yield). The reactants are [Cl:1][C:2]1[CH:7]=[C:6]([Cl:8])[CH:5]=[C:4]([Cl:9])[C:3]=1[N:10]1[C:14]2=[N:15][C:16]([CH2:20][C:21]3[CH:26]=[CH:25][CH:24]=[C:23]([O:27]C)[CH:22]=3)=[N:17][C:18](=[O:19])[C:13]2=[C:12]([CH:29]([CH3:31])[CH3:30])[NH:11]1.B(Br)(Br)Br. The catalyst is C(Cl)Cl. The product is [Cl:1][C:2]1[CH:7]=[C:6]([Cl:8])[CH:5]=[C:4]([Cl:9])[C:3]=1[N:10]1[C:14]2=[N:15][C:16]([CH2:20][C:21]3[CH:26]=[CH:25][CH:24]=[C:23]([OH:27])[CH:22]=3)=[N:17][C:18](=[O:19])[C:13]2=[C:12]([CH:29]([CH3:31])[CH3:30])[NH:11]1. The yield is 1.00.